Dataset: Reaction yield outcomes from USPTO patents with 853,638 reactions. Task: Predict the reaction yield, written as a fraction of the theoretical maximum amount of product (1.0 means a 100% yield; for example, 0.34 means a 34% yield). (1) The yield is 0.820. The reactants are [OH-].[K+].Cl.[N:4]12[CH2:11][CH2:10][CH:7]([CH2:8][CH2:9]1)[C:6](=[O:12])[CH2:5]2.[N:13]1[CH:18]=[CH:17][CH:16]=[C:15]([CH:19]=O)[CH:14]=1.O. The catalyst is CO. The product is [N:13]1[CH:18]=[CH:17][CH:16]=[C:15]([CH:19]=[C:5]2[C:6](=[O:12])[CH:7]3[CH2:10][CH2:11][N:4]2[CH2:9][CH2:8]3)[CH:14]=1. (2) The reactants are C([N:11]1[CH2:16][CH2:15][NH:14][C@@H:13]([C:17]([OH:19])=O)[CH2:12]1)(OCC1C=CC=CC=1)=O.[Cl:20][C:21]1[CH:26]=[C:25]([N+:27]([O-])=O)[CH:24]=[C:23](F)[C:22]=1[Cl:31].O.CN(C)C=O. The catalyst is C(N(CC)CC)C. The product is [Cl:20][C:21]1[CH:26]=[C:25]2[C:24](=[CH:23][C:22]=1[Cl:31])[N:14]1[CH2:15][CH2:16][NH:11][CH2:12][C@@H:13]1[C:17](=[O:19])[NH:27]2. The yield is 0.942. (3) The reactants are C(O)(=O)C.[O:5]1CCO[CH:6]1[CH2:10][CH2:11][O:12][C:13]1[CH:14]=[C:15]([CH:20]=[CH:21][CH:22]=1)[C:16]([O:18][CH3:19])=[O:17].[OH-].[Na+]. The catalyst is O. The product is [O:5]=[CH:6][CH2:10][CH2:11][O:12][C:13]1[CH:14]=[C:15]([CH:20]=[CH:21][CH:22]=1)[C:16]([O:18][CH3:19])=[O:17]. The yield is 0.910. (4) The reactants are [CH3:1][C:2]([CH3:13])([C:8]1[NH:12][N:11]=[N:10][N:9]=1)[C:3]([O:5][CH2:6][CH3:7])=[O:4].C([O-])([O-])=O.[K+].[K+].[CH2:20](Br)[C:21]1[CH:26]=[CH:25][CH:24]=[CH:23][CH:22]=1. The catalyst is CC(C)=O. The product is [CH2:20]([N:10]1[N:11]=[N:12][C:8]([C:2]([CH3:1])([CH3:13])[C:3]([O:5][CH2:6][CH3:7])=[O:4])=[N:9]1)[C:21]1[CH:26]=[CH:25][CH:24]=[CH:23][CH:22]=1. The yield is 0.600. (5) The yield is 0.790. The product is [Cl:1][C:2]1[CH:7]=[CH:6][C:5]([C:8]2[C:12]3[CH2:13][N:14]([S:17]([CH3:20])(=[O:19])=[O:18])[CH2:15][CH2:16][C:11]=3[N:10]([CH2:21][CH2:22][CH2:23][N:24]3[CH2:29][CH2:28][O:27][CH2:26][CH2:25]3)[N:9]=2)=[CH:4][C:3]=1[C:30]#[C:31][C:32]1[CH:33]=[C:34]([CH2:35][NH:47][CH2:46][CH:43]2[CH2:44][CH2:45][O:40][CH2:41][CH2:42]2)[CH:37]=[CH:38][CH:39]=1. The catalyst is C(Cl)Cl. The reactants are [Cl:1][C:2]1[CH:7]=[CH:6][C:5]([C:8]2[C:12]3[CH2:13][N:14]([S:17]([CH3:20])(=[O:19])=[O:18])[CH2:15][CH2:16][C:11]=3[N:10]([CH2:21][CH2:22][CH2:23][N:24]3[CH2:29][CH2:28][O:27][CH2:26][CH2:25]3)[N:9]=2)=[CH:4][C:3]=1[C:30]#[C:31][C:32]1[CH:33]=[C:34]([CH:37]=[CH:38][CH:39]=1)[CH:35]=O.[O:40]1[CH2:45][CH2:44][CH:43]([CH2:46][NH2:47])[CH2:42][CH2:41]1.[BH-](OC(C)=O)(OC(C)=O)OC(C)=O.[Na+]. (6) The product is [CH:19]1([CH2:18][CH2:17][N:35]2[CH2:36][CH2:37][N:33]([C:25]3[S:26][C:27]([C:28]([O:30][CH2:31][CH3:32])=[O:29])=[C:23]([CH3:22])[N:24]=3)[C:34]2=[O:38])[CH2:20][CH2:21]1. No catalyst specified. The yield is 0.600. The reactants are C1(CBr)CC1.CC1C=CC(S(O[CH2:17][CH2:18][CH:19]2[CH2:21][CH2:20]2)(=O)=O)=CC=1.[CH3:22][C:23]1[N:24]=[C:25]([N:33]2[CH2:37][CH2:36][NH:35][C:34]2=[O:38])[S:26][C:27]=1[C:28]([O:30][CH2:31][CH3:32])=[O:29]. (7) The reactants are O[C:2]1[N:7]=[C:6]([CH3:8])[C:5]([N+:9]([O-:11])=[O:10])=[CH:4][CH:3]=1.P(Cl)(Cl)(Cl)(Cl)[Cl:13].O=P(Cl)(Cl)Cl.CN(C=O)C. The catalyst is O. The product is [Cl:13][C:2]1[N:7]=[C:6]([CH3:8])[C:5]([N+:9]([O-:11])=[O:10])=[CH:4][CH:3]=1. The yield is 0.620. (8) The reactants are [CH3:1][C:2]1[C:16](=[O:17])[N:15]=[C:14]2[N:4]([C@@H:5]3[O:9][C@H:8]([CH2:10][OH:11])[C@@H:7]([OH:12])[C@@H:6]3[O:13]2)[CH:3]=1.[CH3:18][O:19][CH2:20][CH2:21][O:22]B([O:22][CH2:21][CH2:20][O:19][CH3:18])[O:22][CH2:21][CH2:20][O:19][CH3:18]. The catalyst is COCCO. The product is [CH3:18][O:19][CH2:20][CH2:21][O:22][C@@H:6]1[C@H:7]([OH:12])[C@@H:8]([CH2:10][OH:11])[O:9][C@H:5]1[N:4]1[CH:3]=[C:2]([CH3:1])[C:16](=[O:17])[NH:15][C:14]1=[O:13]. The yield is 0.630. (9) The reactants are [F:8][C:7]([F:10])([F:9])[C:6](O[C:6](=[O:11])[C:7]([F:10])([F:9])[F:8])=[O:11].Cl.[CH3:15][O:16][CH:17]1[C:23]2C=CC=C[C:22]=2CCN[CH2:18]1.[N:28]1[CH:33]=[CH:32][CH:31]=[CH:30][CH:29]=1.Cl[CH2:35]Cl. No catalyst specified. The product is [F:10][C:7]([F:8])([F:9])[C:6]([N:28]1[CH2:33][CH2:32][C:31]2[CH:18]=[C:17]([O:16][CH3:15])[CH:23]=[CH:22][C:30]=2[CH2:29][CH2:35]1)=[O:11]. The yield is 0.880. (10) The reactants are C(OC([N:8]1[CH2:13][CH2:12][C:11]([CH2:17][C:18]2[CH:23]=[CH:22][C:21]([Cl:24])=[C:20]([Cl:25])[CH:19]=2)([CH2:14][O:15][CH3:16])[CH2:10][CH2:9]1)=O)(C)(C)C.FC(F)(F)C(O)=O. The catalyst is ClCCl. The product is [Cl:25][C:20]1[CH:19]=[C:18]([CH:23]=[CH:22][C:21]=1[Cl:24])[CH2:17][C:11]1([CH2:14][O:15][CH3:16])[CH2:10][CH2:9][NH:8][CH2:13][CH2:12]1. The yield is 0.970.